Predict the reaction yield, written as a fraction of the theoretical maximum amount of product (1.0 means a 100% yield; for example, 0.34 means a 34% yield). From a dataset of Reaction yield outcomes from USPTO patents with 853,638 reactions. (1) The yield is 0.480. The catalyst is CN(C=O)C. The reactants are [CH3:1][C@H:2]1[C@H:6]([C:7]2[S:8][CH:9]=[CH:10][N:11]=2)[O:5][C:4](=[O:12])[NH:3]1.[H-].[Na+].[Cl:15][C:16]1[CH:21]=[C:20](Cl)[N:19]=[C:18]([N:23]2[CH2:28][CH2:27][O:26][CH2:25][CH2:24]2)[N:17]=1. The product is [Cl:15][C:16]1[N:17]=[C:18]([N:23]2[CH2:28][CH2:27][O:26][CH2:25][CH2:24]2)[N:19]=[C:20]([N:3]2[C@@H:2]([CH3:1])[C@H:6]([C:7]3[S:8][CH:9]=[CH:10][N:11]=3)[O:5][C:4]2=[O:12])[CH:21]=1. (2) The reactants are F[C:2]1[CH:7]=[CH:6][C:5]([S:8]([NH2:11])(=[O:10])=[O:9])=[CH:4][C:3]=1[S:12]([C:15]([F:18])([F:17])[F:16])(=[O:14])=[O:13].CC[N:21]([CH:25]([CH3:27])[CH3:26])C(C)C.[C:28]([O:31][CH2:32]C)(=[O:30])C. The catalyst is CN(C=O)C. The product is [C:5]1([S:8][CH2:27][C@H:25]([NH:21][C:2]2[CH:7]=[CH:6][C:5]([S:8](=[O:10])(=[O:9])[NH2:11])=[CH:4][C:3]=2[S:12]([C:15]([F:18])([F:17])[F:16])(=[O:14])=[O:13])[CH2:26][C:28]([O:31][CH3:32])=[O:30])[CH:6]=[CH:7][CH:2]=[CH:3][CH:4]=1. The yield is 0.560. (3) The reactants are [Cl:1][C:2]1[CH:7]=[CH:6][CH:5]=[CH:4][C:3]=1[CH2:8][CH2:9][N:10]1[C:15](=[O:16])[C:14]([C:17](OC)=[O:18])=[CH:13][C:12]([C:21]2[CH:26]=[CH:25][C:24]([F:27])=[C:23]([CH3:28])[CH:22]=2)=[N:11]1.O.O.O.O.O.O.[Cl-].[Ce+3].[Cl-].[Cl-].[BH4-].[Na+].[Cl-].[NH4+]. The catalyst is C1COCC1.CO. The product is [Cl:1][C:2]1[CH:7]=[CH:6][CH:5]=[CH:4][C:3]=1[CH2:8][CH2:9][N:10]1[C:15](=[O:16])[C:14]([CH2:17][OH:18])=[CH:13][C:12]([C:21]2[CH:26]=[CH:25][C:24]([F:27])=[C:23]([CH3:28])[CH:22]=2)=[N:11]1. The yield is 0.110. (4) The reactants are [Cl:1][C:2]1[C:6]([Cl:7])=[C:5]([CH3:8])[NH:4][C:3]=1[C:9]([NH:11][C@@H:12]1[CH2:17][CH2:16][N:15](C(OCC)=O)[CH2:14][C@@H:13]1[O:23][CH2:24][CH2:25][CH3:26])=[O:10].[OH-].[K+].O.NN.O. The catalyst is C(O)CO. The product is [Cl:1][C:2]1[C:6]([Cl:7])=[C:5]([CH3:8])[NH:4][C:3]=1[C:9]([NH:11][C@@H:12]1[CH2:17][CH2:16][NH:15][CH2:14][C@@H:13]1[O:23][CH2:24][CH2:25][CH3:26])=[O:10]. The yield is 0.625. (5) The reactants are Br[C:2]1[CH:9]=[CH:8][CH:7]=[CH:6][C:3]=1[C:4]#[N:5].[C:10]1([CH3:19])[CH:15]=[CH:14][C:13](B(O)O)=[CH:12][CH:11]=1. The catalyst is [Pd](Cl)Cl.C([O-])([O-])=O.[Na+].[Na+]. The product is [CH3:19][C:10]1[CH:15]=[CH:14][C:13]([C:2]2[C:3]([C:4]#[N:5])=[CH:6][CH:7]=[CH:8][CH:9]=2)=[CH:12][CH:11]=1. The yield is 0.660.